From a dataset of hERG Central: cardiac toxicity at 1µM, 10µM, and general inhibition. Predict hERG channel inhibition at various concentrations. The drug is CCCCNCC(O)(c1ccc(Cl)cc1)c1ccc(Cl)cc1. Results: hERG_inhib (hERG inhibition (general)): blocker.